This data is from hERG Central: cardiac toxicity at 1µM, 10µM, and general inhibition. The task is: Predict hERG channel inhibition at various concentrations. (1) The molecule is Clc1ccc(Cl)c(OCCCCN2CCCCC2)c1. Results: hERG_inhib (hERG inhibition (general)): blocker. (2) The molecule is CCN(CC(=O)Nc1cc(Cl)ccc1C)C(=O)CCc1nc2ccccc2c(=O)[nH]1. Results: hERG_inhib (hERG inhibition (general)): blocker. (3) The drug is Brc1ccc(CSc2ccc3nnc(-c4ccccn4)n3n2)cc1. Results: hERG_inhib (hERG inhibition (general)): blocker.